Dataset: Full USPTO retrosynthesis dataset with 1.9M reactions from patents (1976-2016). Task: Predict the reactants needed to synthesize the given product. (1) Given the product [CH3:1][O:2][C:3]1[CH:4]=[C:5]([CH2:11][CH2:12][NH:13][C:14](=[O:23])[C:15]([C:16]2[CH:21]=[CH:20][C:19]([Cl:22])=[CH:18][CH:17]=2)=[CH:29][N:30]([CH3:32])[CH3:31])[CH:6]=[CH:7][C:8]=1[O:9][CH3:10], predict the reactants needed to synthesize it. The reactants are: [CH3:1][O:2][C:3]1[CH:4]=[C:5]([CH2:11][CH2:12][NH:13][C:14](=[O:23])[CH2:15][C:16]2[CH:21]=[CH:20][C:19]([Cl:22])=[CH:18][CH:17]=2)[CH:6]=[CH:7][C:8]=1[O:9][CH3:10].C(O[CH:29](N(C)C)[N:30]([CH3:32])[CH3:31])(C)(C)C.CN(C)C=O. (2) Given the product [Br:8][C:5]1[CH:6]=[CH:7][C:2]([N:10]([CH3:9])[NH2:11])=[N:3][CH:4]=1, predict the reactants needed to synthesize it. The reactants are: Br[C:2]1[CH:7]=[CH:6][C:5]([Br:8])=[CH:4][N:3]=1.[CH3:9][NH:10][NH2:11]. (3) Given the product [CH3:12][C:4]1[N:3]=[C:2]2[O:11][CH2:10][CH2:9][O:8][C:7]2=[CH:6][CH:5]=1, predict the reactants needed to synthesize it. The reactants are: I[C:2]1[C:7]([O:8][CH2:9][CH2:10][OH:11])=[CH:6][CH:5]=[C:4]([CH3:12])[N:3]=1.[H-].[Na+]. (4) Given the product [CH3:17][C@H:18]1[CH2:23][CH2:22][CH2:21][CH2:20][C@H:19]1[NH:24][C:2]1[C:3]2[N:4]([CH:10]=[C:11]([N+:13]([O-:15])=[O:14])[CH:12]=2)[N:5]=[CH:6][C:7]=1[C:8]#[N:9], predict the reactants needed to synthesize it. The reactants are: Cl[C:2]1[C:3]2[N:4]([CH:10]=[C:11]([N+:13]([O-:15])=[O:14])[CH:12]=2)[N:5]=[CH:6][C:7]=1[C:8]#[N:9].Cl.[CH3:17][C@H:18]1[CH2:23][CH2:22][CH2:21][CH2:20][C@H:19]1[NH2:24]. (5) Given the product [F:1][C:2]1[C:10]([CH3:11])=[CH:9][C:5]([C:6]([O:8][CH3:19])=[O:7])=[C:4]([N+:12]([O-:14])=[O:13])[CH:3]=1, predict the reactants needed to synthesize it. The reactants are: [F:1][C:2]1[C:10]([CH3:11])=[CH:9][C:5]([C:6]([OH:8])=[O:7])=[C:4]([N+:12]([O-:14])=[O:13])[CH:3]=1.O=S(Cl)Cl.[CH3:19]O. (6) Given the product [C:1]([C:5]1[O:9][C:8]([C:10]2[CH:15]=[CH:14][CH:13]=[CH:12][C:11]=2[NH2:16])=[N:7][CH:6]=1)([CH3:4])([CH3:2])[CH3:3], predict the reactants needed to synthesize it. The reactants are: [C:1]([C:5]1[O:9][C:8]([C:10]2[CH:15]=[CH:14][CH:13]=[CH:12][C:11]=2[N+:16]([O-])=O)=[N:7][CH:6]=1)([CH3:4])([CH3:3])[CH3:2]. (7) The reactants are: [C:1]([C:3]1[C:4]([N:20]2[CH2:25][CH2:24][CH:23]([C:26]([OH:28])=O)[CH2:22][CH2:21]2)=[N:5][C:6]([CH2:13][N:14]2[CH2:18][CH2:17][CH2:16][C:15]2=[O:19])=[C:7]([C:9](=[O:12])[CH2:10][CH3:11])[CH:8]=1)#[N:2].[CH3:29][C:30]1[CH:35]=[CH:34][C:33]([CH2:36][S:37]([NH2:40])(=[O:39])=[O:38])=[CH:32][CH:31]=1. Given the product [C:1]([C:3]1[C:4]([N:20]2[CH2:25][CH2:24][CH:23]([C:26]([NH:40][S:37]([CH2:36][C:33]3[CH:34]=[CH:35][C:30]([CH3:29])=[CH:31][CH:32]=3)(=[O:38])=[O:39])=[O:28])[CH2:22][CH2:21]2)=[N:5][C:6]([CH2:13][N:14]2[CH2:18][CH2:17][CH2:16][C:15]2=[O:19])=[C:7]([C:9](=[O:12])[CH2:10][CH3:11])[CH:8]=1)#[N:2], predict the reactants needed to synthesize it. (8) Given the product [CH3:11][O:10][C:8]([C:7]1[CH:6]=[C:5]2[C:4](=[CH:13][C:12]=1[NH:14][C:15]1[CH:20]=[CH:19][C:18]([Si:21]([CH3:24])([CH3:23])[CH3:22])=[CH:17][C:16]=1[F:25])[C:3](=[O:28])[NH:27][CH2:26]2)=[O:9], predict the reactants needed to synthesize it. The reactants are: CO[C:3](=[O:28])[C:4]1[CH:13]=[C:12]([NH:14][C:15]2[CH:20]=[CH:19][C:18]([Si:21]([CH3:24])([CH3:23])[CH3:22])=[CH:17][C:16]=2[F:25])[C:7]([C:8]([O:10][CH3:11])=[O:9])=[CH:6][C:5]=1[C:26]#[N:27].[BH4-].[Na+]. (9) The reactants are: FC(F)(F)C(O)=O.C(OC([N:15]1[CH2:20][CH2:19][CH:18]([NH:21][C:22]([C:24]2[C:25]([O:31][C:32]3[CH:37]=[CH:36][CH:35]=[C:34]([S:38][CH3:39])[CH:33]=3)=[N:26][CH:27]=[C:28]([F:30])[CH:29]=2)=[O:23])[CH2:17][CH2:16]1)=O)(C)(C)C. Given the product [NH3:15].[F:30][C:28]1[CH:27]=[N:26][C:25]([O:31][C:32]2[CH:37]=[CH:36][CH:35]=[C:34]([S:38][CH3:39])[CH:33]=2)=[C:24]([CH:29]=1)[C:22]([NH:21][CH:18]1[CH2:17][CH2:16][NH:15][CH2:20][CH2:19]1)=[O:23], predict the reactants needed to synthesize it. (10) Given the product [C:12]([O:16][C:17]([N:19]1[CH2:24][CH2:23][CH:22]([C:25]([NH:27][NH:28][C:4]([C:3]2[C:2]([NH2:1])=[N:10][CH:9]=[C:8]([Br:11])[CH:7]=2)=[O:6])=[O:26])[CH2:21][CH2:20]1)=[O:18])([CH3:15])([CH3:13])[CH3:14], predict the reactants needed to synthesize it. The reactants are: [NH2:1][C:2]1[N:10]=[CH:9][C:8]([Br:11])=[CH:7][C:3]=1[C:4]([OH:6])=O.[C:12]([O:16][C:17]([N:19]1[CH2:24][CH2:23][CH:22]([C:25]([NH:27][NH2:28])=[O:26])[CH2:21][CH2:20]1)=[O:18])([CH3:15])([CH3:14])[CH3:13].CN(C(ON1N=NC2C=CC=NC1=2)=[N+](C)C)C.F[P-](F)(F)(F)(F)F.CCN(C(C)C)C(C)C.